From a dataset of Forward reaction prediction with 1.9M reactions from USPTO patents (1976-2016). Predict the product of the given reaction. (1) Given the reactants [CH:1]1([N:5]2[CH2:10][CH2:9][N:8]([C:11]3[C:12]([C:22](=O)[CH3:23])=[CH:13][C:14]([F:21])=[C:15]4[C:20]=3[N:19]=[CH:18][CH:17]=[CH:16]4)[CH2:7][CH2:6]2)[CH2:4][CH2:3][CH2:2]1.C([O-])(=O)C.[NH4+].C([BH3-])#[N:31].[Na+], predict the reaction product. The product is: [CH:1]1([N:5]2[CH2:10][CH2:9][N:8]([C:11]3[C:12]([CH:22]([NH2:31])[CH3:23])=[CH:13][C:14]([F:21])=[C:15]4[C:20]=3[N:19]=[CH:18][CH:17]=[CH:16]4)[CH2:7][CH2:6]2)[CH2:4][CH2:3][CH2:2]1. (2) Given the reactants [F:1][C:2]1[C:3]([CH2:22][N:23](C)[C:24](=O)OC(C)(C)C)=[CH:4][N:5]([S:14]([C:17]2[S:18][CH:19]=[CH:20][N:21]=2)(=[O:16])=[O:15])[C:6]=1[C:7]1[C:8]([F:13])=[N:9][CH:10]=[CH:11][CH:12]=1.C(OCC)(=O)C.[ClH:38], predict the reaction product. The product is: [ClH:38].[F:1][C:2]1[C:3]([CH2:22][NH:23][CH3:24])=[CH:4][N:5]([S:14]([C:17]2[S:18][CH:19]=[CH:20][N:21]=2)(=[O:16])=[O:15])[C:6]=1[C:7]1[C:8]([F:13])=[N:9][CH:10]=[CH:11][CH:12]=1. (3) The product is: [I:24][C:8]1[C:7]2[C:11](=[CH:12][CH:13]=[C:5]([C:3]3[N:4]=[C:34]([C:33]([Cl:38])([Cl:37])[Cl:32])[O:1][N:2]=3)[CH:6]=2)[N:10]([S:14]([C:17]2[CH:23]=[CH:22][C:20]([CH3:21])=[CH:19][CH:18]=2)(=[O:16])=[O:15])[CH:9]=1. Given the reactants [OH:1][N:2]=[C:3]([C:5]1[CH:6]=[C:7]2[C:11](=[CH:12][CH:13]=1)[N:10]([S:14]([C:17]1[CH:23]=[CH:22][C:20]([CH3:21])=[CH:19][CH:18]=1)(=[O:16])=[O:15])[CH:9]=[C:8]2[I:24])[NH2:4].CCN(CC)CC.[Cl:32][C:33]([Cl:38])([Cl:37])[C:34](Cl)=O.O, predict the reaction product. (4) Given the reactants [O:1]=[S:2]1(=[O:30])[C:8]2[CH:9]=[CH:10][CH:11]=[CH:12][C:7]=2[CH2:6][N:5]([C:13]2[CH:22]=[C:21]([NH:23][CH2:24][CH2:25][S:26]([CH3:28])=[O:27])[C:20]3[C:15](=[CH:16][CH:17]=[C:18]([CH3:29])[CH:19]=3)[N:14]=2)[CH2:4][CH2:3]1.FC(F)(F)C([NH2:35])=O, predict the reaction product. The product is: [O:30]=[S:2]1(=[O:1])[C:8]2[CH:9]=[CH:10][CH:11]=[CH:12][C:7]=2[CH2:6][N:5]([C:13]2[CH:22]=[C:21]([NH:23][CH2:24][CH2:25][S:26]([CH3:28])(=[NH:35])=[O:27])[C:20]3[C:15](=[CH:16][CH:17]=[C:18]([CH3:29])[CH:19]=3)[N:14]=2)[CH2:4][CH2:3]1. (5) Given the reactants [NH2:1][C:2]1[N:7]=[CH:6][N:5]=[C:4]([NH:8][C@H:9]([C:11]2[N:16]([C:17]3[CH:22]=[CH:21][CH:20]=[CH:19][CH:18]=3)[C:15](=[O:23])[C:14]3=[C:24]([CH3:27])[CH:25]=[CH:26][N:13]3[N:12]=2)[CH3:10])[C:3]=1Br.[F:29][C:30]1[CH:31]=[C:32]([NH:45][S:46]([CH3:49])(=[O:48])=[O:47])[CH:33]=[C:34](B2OC(C)(C)C(C)(C)O2)[CH:35]=1.C(=O)([O-])[O-].[Cs+].[Cs+], predict the reaction product. The product is: [NH2:1][C:2]1[C:3]([C:34]2[CH:33]=[C:32]([NH:45][S:46]([CH3:49])(=[O:48])=[O:47])[CH:31]=[C:30]([F:29])[CH:35]=2)=[C:4]([NH:8][C@H:9]([C:11]2[N:16]([C:17]3[CH:22]=[CH:21][CH:20]=[CH:19][CH:18]=3)[C:15](=[O:23])[C:14]3=[C:24]([CH3:27])[CH:25]=[CH:26][N:13]3[N:12]=2)[CH3:10])[N:5]=[CH:6][N:7]=1. (6) Given the reactants [CH3:1][C:2]1[N:3]=[N:4][N:5]([CH2:7][C:8]2[CH:13]=[C:12]([C:14]([F:17])([F:16])[F:15])[CH:11]=[CH:10][C:9]=2[CH2:18][CH2:19][C:20]([OH:22])=O)[N:6]=1.[CH3:23][C:24]1[O:25][C:26]([CH:29]2[CH2:34][CH2:33][NH:32][CH2:31][CH2:30]2)=[N:27][N:28]=1, predict the reaction product. The product is: [CH3:23][C:24]1[O:25][C:26]([CH:29]2[CH2:34][CH2:33][N:32]([C:20](=[O:22])[CH2:19][CH2:18][C:9]3[CH:10]=[CH:11][C:12]([C:14]([F:15])([F:16])[F:17])=[CH:13][C:8]=3[CH2:7][N:5]3[N:4]=[N:3][C:2]([CH3:1])=[N:6]3)[CH2:31][CH2:30]2)=[N:27][N:28]=1. (7) Given the reactants [NH2:1][C:2]1[NH:7][C:6](=[O:8])[CH:5]=[C:4]([CH2:9][C:10]2[CH:15]=[CH:14][CH:13]=[C:12]([Br:16])[CH:11]=2)[N:3]=1.[CH2:17](O)C, predict the reaction product. The product is: [NH2:1][C:2]1[N:7]([CH3:17])[C:6](=[O:8])[CH:5]=[C:4]([CH2:9][C:10]2[CH:15]=[CH:14][CH:13]=[C:12]([Br:16])[CH:11]=2)[N:3]=1.